This data is from Full USPTO retrosynthesis dataset with 1.9M reactions from patents (1976-2016). The task is: Predict the reactants needed to synthesize the given product. (1) Given the product [C:24]([O:28][C:29](=[O:64])[CH2:30][CH2:31][CH2:32][CH2:33][CH2:34][CH2:35][CH2:36][C@H:37]([OH:63])/[CH:38]=[CH:39]/[C@H:40]([OH:55])[C@@H:41]([OH:47])[CH2:42][CH2:43][CH2:44][CH2:45][CH3:46])([CH3:25])([CH3:26])[CH3:27], predict the reactants needed to synthesize it. The reactants are: [F-].C([N+](CCCC)(CCCC)CCCC)CCC.O1CCCC1.[C:24]([O:28][C:29](=[O:64])[CH2:30][CH2:31][CH2:32][CH2:33][CH2:34][CH2:35][CH2:36][C@H:37]([OH:63])/[CH:38]=[CH:39]/[C@H:40]([O:55][Si](C(C)(C)C)(C)C)[C@@H:41]([O:47][Si](C(C)(C)C)(C)C)[CH2:42][CH2:43][CH2:44][CH2:45][CH3:46])([CH3:27])([CH3:26])[CH3:25]. (2) Given the product [F:20][CH:19]([F:21])[O:18][C:15]1[CH:16]=[CH:17][C:12]([C:10]2[N:6]=[C:5]([NH:4][C:1](=[O:3])[CH3:2])[NH:7][CH:9]=2)=[CH:13][CH:14]=1, predict the reactants needed to synthesize it. The reactants are: [C:1]([NH:4][C:5]([NH2:7])=[NH:6])(=[O:3])[CH3:2].Br[CH2:9][C:10]([C:12]1[CH:17]=[CH:16][C:15]([O:18][CH:19]([F:21])[F:20])=[CH:14][CH:13]=1)=O. (3) Given the product [CH3:22][O:21][C:16]1[CH:17]=[C:18]2[C:13](=[CH:14][CH:15]=1)[N:12]=[C:11]([C:10]1[CH:9]=[CH:8][C:4]([C:5]([O:7][CH3:23])=[O:6])=[CH:3][CH:2]=1)[CH:20]=[CH:19]2, predict the reactants needed to synthesize it. The reactants are: Cl[C:2]1[CH:3]=[C:4]([CH:8]=[CH:9][C:10]=1[C:11]1[CH:20]=[CH:19][C:18]2[C:13](=[CH:14][CH:15]=[C:16]([O:21][CH3:22])[CH:17]=2)[N:12]=1)[C:5]([OH:7])=[O:6].[CH3:23]OC(C1C=CC(B(O)O)=CC=1)=O.C(=O)([O-])[O-].[Na+].[Na+]. (4) Given the product [O:16]=[C:12]1[N:13]([CH2:17][C:18]2[CH:23]=[CH:22][CH:21]=[CH:20][CH:19]=2)[CH2:14][CH2:15][N:10]([C:3]([O:5][C:6]([CH3:9])([CH3:8])[CH3:7])=[O:4])[CH2:11]1, predict the reactants needed to synthesize it. The reactants are: [H-].[Na+].[C:3]([N:10]1[CH2:15][CH2:14][NH:13][C:12](=[O:16])[CH2:11]1)([O:5][C:6]([CH3:9])([CH3:8])[CH3:7])=[O:4].[CH2:17](Br)[C:18]1[CH:23]=[CH:22][CH:21]=[CH:20][CH:19]=1. (5) Given the product [C:1]([O:5][C:6]([N:8]([CH2:21][CH:22]1[CH2:27][CH2:26][N:25]([C:28]2[S:29][CH:30]=[C:31]([C:33]([OH:35])=[O:34])[N:32]=2)[CH2:24][CH:23]1[C:37]1[CH:38]=[CH:39][CH:40]=[CH:41][CH:42]=1)[C@@H:9]([C:11]1[C:20]2[C:15](=[CH:16][CH:17]=[CH:18][CH:19]=2)[CH:14]=[CH:13][CH:12]=1)[CH3:10])=[O:7])([CH3:2])([CH3:3])[CH3:4], predict the reactants needed to synthesize it. The reactants are: [C:1]([O:5][C:6]([N:8]([CH2:21][CH:22]1[CH2:27][CH2:26][N:25]([C:28]2[S:29][CH:30]=[C:31]([C:33]([O:35]C)=[O:34])[N:32]=2)[CH2:24][CH:23]1[C:37]1[CH:42]=[CH:41][CH:40]=[CH:39][CH:38]=1)[C@@H:9]([C:11]1[C:20]2[C:15](=[CH:16][CH:17]=[CH:18][CH:19]=2)[CH:14]=[CH:13][CH:12]=1)[CH3:10])=[O:7])([CH3:4])([CH3:3])[CH3:2].C1COCC1.[OH-].[Na+].Cl. (6) Given the product [CH3:3][C:4]1[C:9]([Cl:10])=[CH:8][CH:7]=[CH:6][C:5]=1[N:11]1[C:15](=[O:16])[N:14]([CH3:17])[N:13]=[N:12]1, predict the reactants needed to synthesize it. The reactants are: [H-].[Na+].[CH3:3][C:4]1[C:9]([Cl:10])=[CH:8][CH:7]=[CH:6][C:5]=1[N:11]1[C:15](=[O:16])[NH:14][N:13]=[N:12]1.[CH3:17]N(C)C=O.CI. (7) Given the product [Cl:1][C:2]1[CH:3]=[CH:4][C:5]([O:12][CH2:13][C:14]2[CH:19]=[CH:18][CH:17]=[CH:16][CH:15]=2)=[C:6]([CH2:8][C:9]([NH2:20])=[O:10])[CH:7]=1, predict the reactants needed to synthesize it. The reactants are: [Cl:1][C:2]1[CH:3]=[CH:4][C:5]([O:12][CH2:13][C:14]2[CH:19]=[CH:18][CH:17]=[CH:16][CH:15]=2)=[C:6]([CH2:8][C:9](O)=[O:10])[CH:7]=1.[N:20]1([O-])C2C=CC=CC=2N=N1.[NH4+].CN(C)CCCN=C=NCC.CN1CCOCC1.